Dataset: Full USPTO retrosynthesis dataset with 1.9M reactions from patents (1976-2016). Task: Predict the reactants needed to synthesize the given product. (1) Given the product [F:9][C:10]1[CH:15]=[C:14]([F:16])[CH:13]=[CH:12][C:11]=1[C:17]1[N:18]=[C:19]2[CH2:24][CH2:23][CH2:22][N:20]2[C:21]=1[I:8], predict the reactants needed to synthesize it. The reactants are: C1C(=O)N([I:8])C(=O)C1.[F:9][C:10]1[CH:15]=[C:14]([F:16])[CH:13]=[CH:12][C:11]=1[C:17]1[N:18]=[C:19]2[CH2:24][CH2:23][CH2:22][N:20]2[CH:21]=1. (2) Given the product [CH2:1]([O:8][C:9]1[CH:10]=[C:11]([CH:23]=[CH:24][CH:25]=1)[O:12][C:13]1[CH:20]=[C:19]([CH3:21])[C:16]([CH:17]=[O:18])=[C:15]([O:22][S:34]([C:37]([F:40])([F:39])[F:38])(=[O:35])=[O:33])[CH:14]=1)[C:2]1[CH:3]=[CH:4][CH:5]=[CH:6][CH:7]=1, predict the reactants needed to synthesize it. The reactants are: [CH2:1]([O:8][C:9]1[CH:10]=[C:11]([CH:23]=[CH:24][CH:25]=1)[O:12][C:13]1[CH:20]=[C:19]([CH3:21])[C:16]([CH:17]=[O:18])=[C:15]([OH:22])[CH:14]=1)[C:2]1[CH:7]=[CH:6][CH:5]=[CH:4][CH:3]=1.CCN(CC)CC.[O:33](S(C(F)(F)F)(=O)=O)[S:34]([C:37]([F:40])([F:39])[F:38])(=O)=[O:35].O. (3) Given the product [Cl:1][C:2]1[CH:24]=[C:23]([Cl:25])[CH:22]=[CH:21][C:3]=1[CH2:4][N:5]1[C:9]([CH2:10][CH2:11][C:12]([O:14][CH2:15][CH3:16])=[O:13])=[CH:8][C:7]([O:17][CH:18]([CH3:19])[CH3:20])=[N:6]1, predict the reactants needed to synthesize it. The reactants are: [Cl:1][C:2]1[CH:24]=[C:23]([Cl:25])[CH:22]=[CH:21][C:3]=1[CH2:4][N:5]1[C:9](/[CH:10]=[CH:11]/[C:12]([O:14][CH2:15][CH3:16])=[O:13])=[CH:8][C:7]([O:17][CH:18]([CH3:20])[CH3:19])=[N:6]1.